From a dataset of Cav3 T-type calcium channel HTS with 100,875 compounds. Binary Classification. Given a drug SMILES string, predict its activity (active/inactive) in a high-throughput screening assay against a specified biological target. (1) The compound is Clc1[nH]c(=O)cc(O)c1c1cc(Cl)ccc1. The result is 0 (inactive). (2) The compound is Clc1c(NCC(CNS(=O)(=O)C)(C)C)ccc([N+]([O-])=O)c1. The result is 0 (inactive).